This data is from CYP2C9 inhibition data for predicting drug metabolism from PubChem BioAssay. The task is: Regression/Classification. Given a drug SMILES string, predict its absorption, distribution, metabolism, or excretion properties. Task type varies by dataset: regression for continuous measurements (e.g., permeability, clearance, half-life) or binary classification for categorical outcomes (e.g., BBB penetration, CYP inhibition). Dataset: cyp2c9_veith. (1) The compound is N=C1SCC(=O)N1c1nc(-c2ccccc2)cs1. The result is 0 (non-inhibitor). (2) The compound is CCNC(=S)NNC(=O)c1cccc(Br)c1. The result is 0 (non-inhibitor). (3) The molecule is CCNc1ncc2nc(-c3ccc(OC)cc3)c(=O)n(CCc3ccccc3)c2n1. The result is 0 (non-inhibitor). (4) The drug is Cc1cc2cc3c(C)cc(=O)oc3c(C)c2o1. The result is 0 (non-inhibitor).